Regression. Given a peptide amino acid sequence and an MHC pseudo amino acid sequence, predict their binding affinity value. This is MHC class II binding data. From a dataset of Peptide-MHC class II binding affinity with 134,281 pairs from IEDB. (1) The peptide sequence is GELQIVDKIDAPFKI. The MHC is DRB1_1302 with pseudo-sequence DRB1_1302. The binding affinity (normalized) is 0.920. (2) The peptide sequence is CGSYVTKTSGSAASM. The MHC is DRB1_0901 with pseudo-sequence DRB1_0901. The binding affinity (normalized) is 0.570. (3) The peptide sequence is AAPAAGYTPATPAAP. The MHC is HLA-DPA10103-DPB10301 with pseudo-sequence HLA-DPA10103-DPB10301. The binding affinity (normalized) is 0.173. (4) The MHC is DRB4_0103 with pseudo-sequence DRB4_0103. The binding affinity (normalized) is 0.498. The peptide sequence is TNNPHMQDKTMVKKW. (5) The peptide sequence is AMEVASQARQMVQAM. The MHC is DRB1_0405 with pseudo-sequence DRB1_0405. The binding affinity (normalized) is 0.485.